Dataset: Reaction yield outcomes from USPTO patents with 853,638 reactions. Task: Predict the reaction yield, written as a fraction of the theoretical maximum amount of product (1.0 means a 100% yield; for example, 0.34 means a 34% yield). (1) The reactants are [Cl:1][C:2]1[N:3]=[CH:4][C:5]2[S:10][CH:9]=[C:8]([C:11](Cl)=[O:12])[C:6]=2[N:7]=1.[N:14]1[N:15]([C:19]2[N:24]=[C:23]([NH2:25])[CH:22]=[CH:21][CH:20]=2)[N:16]=[CH:17][CH:18]=1.N1C=CC=CC=1. The catalyst is C(Cl)Cl.CCOC(C)=O. The product is [N:14]1[N:15]([C:19]2[N:24]=[C:23]([NH:25][C:11]([C:8]3[C:6]4[N:7]=[C:2]([Cl:1])[N:3]=[CH:4][C:5]=4[S:10][CH:9]=3)=[O:12])[CH:22]=[CH:21][CH:20]=2)[N:16]=[CH:17][CH:18]=1. The yield is 0.586. (2) No catalyst specified. The yield is 0.0400. The reactants are Cl[C:2]1[N:3]=[C:4]([N:14]2[CH2:19][CH2:18][O:17][CH2:16][C@@H:15]2[CH3:20])[C:5]2[CH2:10][N:9]([C:11](=[O:13])[CH3:12])[CH2:8][C:6]=2[N:7]=1.[CH:21]1([NH:24][C:25]([NH:27][C:28]2[CH:33]=[CH:32][C:31](B3OC(C)(C)C(C)(C)O3)=[C:30]([F:43])[CH:29]=2)=[O:26])[CH2:23][CH2:22]1. The product is [C:11]([N:9]1[CH2:10][C:5]2[C:4]([N:14]3[CH2:19][CH2:18][O:17][CH2:16][C@@H:15]3[CH3:20])=[N:3][C:2]([C:31]3[CH:32]=[CH:33][C:28]([NH:27][C:25]([NH:24][CH:21]4[CH2:23][CH2:22]4)=[O:26])=[CH:29][C:30]=3[F:43])=[N:7][C:6]=2[CH2:8]1)(=[O:13])[CH3:12]. (3) The reactants are [C:1]([C:4]1[C:22](=[O:23])[C@@:8]2([CH3:24])[C:9]3[C:15]([OH:16])=[CH:14][C:13]([O:17][CH3:18])=[C:12]([C:19]([NH2:21])=[O:20])[C:10]=3[O:11][C:7]2=[CH:6][C:5]=1[OH:25])(=[O:3])[CH3:2].[Cl:26][C:27]1[C:36]2[C:31](=[CH:32][CH:33]=[CH:34][CH:35]=2)[C:30]([CH:37]=O)=[C:29]([CH3:39])[CH:28]=1.C([SiH](CC)CC)C.FC(F)(F)C(O)=O. The catalyst is C(#N)C. The product is [C:1]([C:4]1[C:22](=[O:23])[C@@:8]2([CH3:24])[C:9]3[C:15]([OH:16])=[CH:14][C:13]([O:17][CH3:18])=[C:12]([C:19]([NH:21][CH2:37][C:30]4[C:31]5[C:36](=[CH:35][CH:34]=[CH:33][CH:32]=5)[C:27]([Cl:26])=[CH:28][C:29]=4[CH3:39])=[O:20])[C:10]=3[O:11][C:7]2=[CH:6][C:5]=1[OH:25])(=[O:3])[CH3:2]. The yield is 0.770. (4) The reactants are [NH:1]1[CH2:6][CH2:5][CH:4]([O:7][C:8](=[O:22])[NH:9][C:10]2[CH:15]=[CH:14][CH:13]=[CH:12][C:11]=2[C:16]2[CH:21]=[CH:20][CH:19]=[CH:18][CH:17]=2)[CH2:3][CH2:2]1.[C:23]([OH:27])(=[O:26])[CH:24]=[CH2:25]. The catalyst is ClCCl. The product is [C:11]1([C:16]2[CH:21]=[CH:20][CH:19]=[CH:18][CH:17]=2)[CH:12]=[CH:13][CH:14]=[CH:15][C:10]=1[NH:9][C:8]([O:7][CH:4]1[CH2:3][CH2:2][N:1]([CH2:25][CH2:24][C:23]([OH:27])=[O:26])[CH2:6][CH2:5]1)=[O:22]. The yield is 0.960. (5) The reactants are N1[CH:6]=[CH:5][CH:4]=[C:3]([NH:7][C:8](=[S:30])[O:9][CH2:10]/[CH:11]=[C:12](\[CH3:29])/[CH2:13][CH2:14]/[CH:15]=[C:16](\[CH3:28])/[CH2:17][CH2:18]/[CH:19]=[C:20](\[CH3:27])/[CH2:21][CH2:22][CH:23]=[C:24]([CH3:26])[CH3:25])C=1.C(C/C(/C)=C/CC/C(/C)=C/CO)/C=C(/CCC=C(C)C)\C.C(N=C=S)CCCC. No catalyst specified. The product is [CH2:3]([NH:7][C:8](=[S:30])[O:9][CH2:10]/[CH:11]=[C:12](\[CH3:29])/[CH2:13][CH2:14]/[CH:15]=[C:16](\[CH3:28])/[CH2:17][CH2:18]/[CH:19]=[C:20](\[CH3:27])/[CH2:21][CH2:22][CH:23]=[C:24]([CH3:26])[CH3:25])[CH2:4][CH2:5][CH3:6]. The yield is 0.600. (6) The reactants are [NH2:1][C:2]1[N:3]=[CH:4][C:5]2[CH2:11][N:10]([C:12]3[CH:13]=[C:14]([CH:18]=[CH:19][CH:20]=3)[C:15]([OH:17])=O)[CH2:9][CH2:8][C:6]=2[N:7]=1.C(N(CC)CC)C.CCCP(=O)=O.[CH2:34]([NH2:41])[C:35]1[CH:40]=[CH:39][CH:38]=[CH:37][CH:36]=1. The catalyst is CN(C1C=CN=CC=1)C.C(Cl)Cl. The product is [NH2:1][C:2]1[N:3]=[CH:4][C:5]2[CH2:11][N:10]([C:12]3[CH:13]=[C:14]([CH:18]=[CH:19][CH:20]=3)[C:15]([NH:41][CH2:34][C:35]3[CH:40]=[CH:39][CH:38]=[CH:37][CH:36]=3)=[O:17])[CH2:9][CH2:8][C:6]=2[N:7]=1. The yield is 0.280. (7) The reactants are [NH2:1][C:2]1[C:3]2[C:8]([N:9]=[C:10]3[C:15]=1[CH:14]=[CH:13][CH:12]=[CH:11]3)=[CH:7][CH:6]=[CH:5][CH:4]=2.CCN(CC)CC.[C:23]1([CH3:35])[CH:28]=[C:27]([CH3:29])[CH:26]=[C:25]([CH3:30])[C:24]=1[S:31](Cl)(=[O:33])=[O:32]. The catalyst is C(Cl)(Cl)Cl. The product is [CH:4]1[C:3]2[C:8](=[N:9][C:10]3[C:15]([C:2]=2[NH:1][S:31]([C:24]2[C:25]([CH3:30])=[CH:26][C:27]([CH3:29])=[CH:28][C:23]=2[CH3:35])(=[O:33])=[O:32])=[CH:14][CH:13]=[CH:12][CH:11]=3)[CH:7]=[CH:6][CH:5]=1. The yield is 0.0600. (8) The reactants are [N:1]1[C:10]2[C:5](=[CH:6][C:7]([C:11]([OH:13])=O)=[CH:8][CH:9]=2)[CH:4]=[CH:3][CH:2]=1.C(Cl)(=O)C(Cl)=O.[CH3:20][C:21]1[C:22]([CH2:27][N:28]([CH2:35][C:36]2[C:41]([CH3:42])=[CH:40][CH:39]=[CH:38][N:37]=2)[CH:29]2[CH2:34][CH2:33][NH:32][CH2:31][CH2:30]2)=[N:23][CH:24]=[CH:25][CH:26]=1.CCN(C(C)C)C(C)C. The catalyst is C(Cl)Cl.C1COCC1.[OH-].[Na+].CCOC(C)=O.CN(C=O)C. The product is [CH3:20][C:21]1[C:22]([CH2:27][N:28]([CH2:35][C:36]2[C:41]([CH3:42])=[CH:40][CH:39]=[CH:38][N:37]=2)[CH:29]2[CH2:34][CH2:33][N:32]([C:11]([C:7]3[CH:6]=[C:5]4[C:10](=[CH:9][CH:8]=3)[N:1]=[CH:2][CH:3]=[CH:4]4)=[O:13])[CH2:31][CH2:30]2)=[N:23][CH:24]=[CH:25][CH:26]=1. The yield is 0.290. (9) The reactants are C([N:3](CC)CC)C.[Cl-].[NH4+].CCCP(O)(O)=O.[F:17][C:18]1[CH:46]=[CH:45][C:21]([C:22]([N:24]2[CH2:27][C:26]([CH2:31][O:32][C:33]3[CH:42]=[CH:41][C:40]4[C:35](=[CH:36][CH:37]=[C:38]([O:43][CH3:44])[CH:39]=4)[CH:34]=3)([C:28](O)=O)[CH2:25]2)=[O:23])=[CH:20][CH:19]=1. The catalyst is O1CCCC1. The product is [F:17][C:18]1[CH:46]=[CH:45][C:21]([C:22]([N:24]2[CH2:27][C:26]([CH2:31][O:32][C:33]3[CH:42]=[CH:41][C:40]4[C:35](=[CH:36][CH:37]=[C:38]([O:43][CH3:44])[CH:39]=4)[CH:34]=3)([C:28]#[N:3])[CH2:25]2)=[O:23])=[CH:20][CH:19]=1. The yield is 0.940. (10) The reactants are [N+:1]([C:4]1[CH:8]=[CH:7][NH:6][N:5]=1)([O-:3])=[O:2].[H-].[Na+].Br[CH2:12][CH2:13][CH3:14]. The catalyst is CN(C)C=O.C(OCC)(=O)C. The product is [N+:1]([C:4]1[CH:8]=[CH:7][N:6]([CH2:12][CH2:13][CH3:14])[N:5]=1)([O-:3])=[O:2]. The yield is 0.670.